Dataset: Peptide-MHC class II binding affinity with 134,281 pairs from IEDB. Task: Regression. Given a peptide amino acid sequence and an MHC pseudo amino acid sequence, predict their binding affinity value. This is MHC class II binding data. The MHC is DRB1_0301 with pseudo-sequence DRB1_0301. The binding affinity (normalized) is 0.0945. The peptide sequence is ADLGYGPATPAAPAA.